Dataset: hERG potassium channel inhibition data for cardiac toxicity prediction from Karim et al.. Task: Regression/Classification. Given a drug SMILES string, predict its toxicity properties. Task type varies by dataset: regression for continuous values (e.g., LD50, hERG inhibition percentage) or binary classification for toxic/non-toxic outcomes (e.g., AMES mutagenicity, cardiotoxicity, hepatotoxicity). Dataset: herg_karim. (1) The molecule is CN1CCN(Cc2ccc3c(c2)Cc2c(-c4csc(C#CCOc5ccccc5)c4)n[nH]c2-3)CC1. The result is 1 (blocker). (2) The compound is COc1cc(OC)cc(C(=O)NCC2(C(=O)O)CCN(Cc3ccc(C(F)(F)F)cc3)CC2)c1. The result is 0 (non-blocker). (3) The drug is CNC(=O)c1cccc(NC(=O)N2CCC(Oc3ccccc3Cl)CC2)c1. The result is 0 (non-blocker). (4) The drug is COc1ccc(-c2nnc(SCCCN3CCc4ccc(-c5cc(C)on5)cc4CC3)n2C)cn1. The result is 1 (blocker).